Dataset: Merck oncology drug combination screen with 23,052 pairs across 39 cell lines. Task: Regression. Given two drug SMILES strings and cell line genomic features, predict the synergy score measuring deviation from expected non-interaction effect. (1) Drug 1: N.N.O=C(O)C1(C(=O)O)CCC1.[Pt]. Drug 2: C=CCn1c(=O)c2cnc(Nc3ccc(N4CCN(C)CC4)cc3)nc2n1-c1cccc(C(C)(C)O)n1. Cell line: HT29. Synergy scores: synergy=12.3. (2) Drug 1: CC1CC2C3CCC4=CC(=O)C=CC4(C)C3(F)C(O)CC2(C)C1(O)C(=O)CO. Drug 2: COC1CC2CCC(C)C(O)(O2)C(=O)C(=O)N2CCCCC2C(=O)OC(C(C)CC2CCC(OP(C)(C)=O)C(OC)C2)CC(=O)C(C)C=C(C)C(O)C(OC)C(=O)C(C)CC(C)C=CC=CC=C1C. Cell line: SW620. Synergy scores: synergy=10.0.